From a dataset of Forward reaction prediction with 1.9M reactions from USPTO patents (1976-2016). Predict the product of the given reaction. (1) Given the reactants [C:1]1([S:7]([N:10]2[C:14]3[N:15]=[CH:16][N:17]=[C:18]([N:19]4[CH2:24][CH2:23][CH:22]([CH2:25][NH:26][C:27](=[O:38])[C:28]5[CH:33]=[CH:32][C:31]([C:34]([CH3:37])([CH3:36])[CH3:35])=[CH:30][CH:29]=5)[CH2:21][CH2:20]4)[C:13]=3[CH:12]=[C:11]2I)(=[O:9])=[O:8])[CH:6]=[CH:5][CH:4]=[CH:3][CH:2]=1.[CH3:40][N:41]1[CH:45]=[C:44](B(O)O)[CH:43]=[N:42]1.C(=O)([O-])[O-].[K+].[K+].COCCOC, predict the reaction product. The product is: [C:1]1([S:7]([N:10]2[C:14]3[N:15]=[CH:16][N:17]=[C:18]([N:19]4[CH2:24][CH2:23][CH:22]([CH2:25][NH:26][C:27](=[O:38])[C:28]5[CH:33]=[CH:32][C:31]([C:34]([CH3:37])([CH3:36])[CH3:35])=[CH:30][CH:29]=5)[CH2:21][CH2:20]4)[C:13]=3[CH:12]=[C:11]2[C:44]2[CH:43]=[N:42][N:41]([CH3:40])[CH:45]=2)(=[O:9])=[O:8])[CH:6]=[CH:5][CH:4]=[CH:3][CH:2]=1. (2) The product is: [C:9](=[O:10])([O:11][C:12]1[CH:13]=[CH:14][C:15]([N+:18]([O-:20])=[O:19])=[CH:16][CH:17]=1)[O:49][CH:46]1[CH2:47][CH2:48][CH:44]([N:28]2[C:24]3[N:25]=[CH:26][N:27]=[C:22]([NH2:21])[C:23]=3[C:30]([C:31]3[CH:32]=[CH:33][C:34]([O:37][C:38]4[CH:43]=[CH:42][CH:41]=[CH:40][CH:39]=4)=[CH:35][CH:36]=3)=[CH:29]2)[CH2:45]1. Given the reactants CN1CCOCC1.Cl[C:9]([O:11][C:12]1[CH:17]=[CH:16][C:15]([N+:18]([O-:20])=[O:19])=[CH:14][CH:13]=1)=[O:10].[NH2:21][C:22]1[C:23]2[C:30]([C:31]3[CH:36]=[CH:35][C:34]([O:37][C:38]4[CH:43]=[CH:42][CH:41]=[CH:40][CH:39]=4)=[CH:33][CH:32]=3)=[CH:29][N:28]([CH:44]3[CH2:48][CH2:47][CH:46]([OH:49])[CH2:45]3)[C:24]=2[N:25]=[CH:26][N:27]=1, predict the reaction product.